Predict the reaction yield, written as a fraction of the theoretical maximum amount of product (1.0 means a 100% yield; for example, 0.34 means a 34% yield). From a dataset of Reaction yield outcomes from USPTO patents with 853,638 reactions. (1) The reactants are [Br:1]N1C(=O)CCC1=O.[O:9]1[C:13]2[CH:14]=[CH:15][C:16]([C:18]3([C:21]([NH:23][C:24]4[CH:25]=[C:26]5[C:30](=[CH:31][CH:32]=4)[NH:29][CH:28]=[CH:27]5)=[O:22])[CH2:20][CH2:19]3)=[CH:17][C:12]=2[O:11][CH2:10]1.O. The catalyst is CN(C)C=O. The product is [O:9]1[C:13]2[CH:14]=[CH:15][C:16]([C:18]3([C:21]([NH:23][C:24]4[CH:25]=[C:26]5[C:30](=[CH:31][CH:32]=4)[NH:29][CH:28]=[C:27]5[Br:1])=[O:22])[CH2:20][CH2:19]3)=[CH:17][C:12]=2[O:11][CH2:10]1. The yield is 0.910. (2) The yield is 0.710. The catalyst is ClCCl.CCCCCC.C(OCC)(=O)C.O. The product is [CH3:34][S:44]([C:3]1[CH:4]=[CH:5][C:6]([NH:9][C:10]2[N:15]=[CH:14][N:13]=[C:12]([O:16][C:17]3[CH:22]=[CH:21][C:20]([NH:23][C:24]([NH:26][C:27]4[CH:32]=[CH:31][CH:30]=[CH:29][CH:28]=4)=[O:25])=[CH:19][CH:18]=3)[CH:11]=2)=[CH:7][CH:8]=1)(=[O:48])=[O:46]. The reactants are CS[C:3]1[CH:8]=[CH:7][C:6]([NH:9][C:10]2[N:15]=[CH:14][N:13]=[C:12]([O:16][C:17]3[CH:22]=[CH:21][C:20]([NH:23][C:24]([NH:26][C:27]4[CH:32]=[CH:31][CH:30]=[CH:29][CH:28]=4)=[O:25])=[CH:19][CH:18]=3)[CH:11]=2)=[CH:5][CH:4]=1.Cl[C:34]1C=CC=C(C(OO)=O)C=1.[S:44]([O-:48])([O-])(=[O:46])=S.[Na+].[Na+]. (3) The reactants are [NH2:1][C:2]1[CH:11]=[C:10]([O:12][CH3:13])[C:9]([O:14][CH2:15][CH2:16][CH2:17][Cl:18])=[CH:8][C:3]=1[C:4](OC)=[O:5].Cl.[CH:20](N)=[NH:21]. The catalyst is CCOC(C)=O. The product is [Cl:18][CH2:17][CH2:16][CH2:15][O:14][C:9]1[CH:8]=[C:3]2[C:2](=[CH:11][C:10]=1[O:12][CH3:13])[N:1]=[CH:20][N:21]=[C:4]2[OH:5]. The yield is 0.760. (4) The reactants are Br[CH2:2][C:3]1[CH:12]=[CH:11][C:10]([F:13])=[CH:9][C:4]=1[C:5]([O:7][CH3:8])=[O:6].[Br:14][C:15]1[C:16](=[O:31])[N:17]([C:23]2[C:28]([F:29])=[CH:27][CH:26]=[CH:25][C:24]=2[F:30])[C:18]([CH3:22])=[CH:19][C:20]=1[OH:21].C([O-])([O-])=O.[K+].[K+]. The catalyst is CC(N(C)C)=O.C1OCCOCCOCCOCCOCCOC1. The product is [Br:14][C:15]1[C:16](=[O:31])[N:17]([C:23]2[C:24]([F:30])=[CH:25][CH:26]=[CH:27][C:28]=2[F:29])[C:18]([CH3:22])=[CH:19][C:20]=1[O:21][CH2:2][C:3]1[CH:12]=[CH:11][C:10]([F:13])=[CH:9][C:4]=1[C:5]([O:7][CH3:8])=[O:6]. The yield is 0.990. (5) The reactants are [Cl:1][C:2]1[CH:7]=[CH:6][C:5]([C:8]2[N:9]=[C:10]([C:13]([OH:15])=O)[S:11][CH:12]=2)=[CH:4][CH:3]=1.[NH:16]1[CH2:21][CH2:20][CH2:19][CH2:18][CH2:17]1.C(Cl)CCl.C(N(CC)CC)C. The catalyst is CN(C=O)C.C(OCC)(=O)C. The product is [Cl:1][C:2]1[CH:3]=[CH:4][C:5]([C:8]2[N:9]=[C:10]([C:13]([N:16]3[CH2:21][CH2:20][CH2:19][CH2:18][CH2:17]3)=[O:15])[S:11][CH:12]=2)=[CH:6][CH:7]=1. The yield is 0.324. (6) The reactants are [NH2:1][C:2]1[C:11]2[C:6](=[C:7](Br)[CH:8]=[CH:9][CH:10]=2)[N:5]=[N:4][C:3]=1[C:13]([NH:15][CH2:16][CH2:17][CH3:18])=[O:14].[CH3:19][N:20]([CH3:30])[C:21]1[CH:22]=[C:23](B(O)O)[CH:24]=[CH:25][CH:26]=1. No catalyst specified. The product is [NH2:1][C:2]1[C:11]2[C:6](=[C:7]([C:25]3[CH:24]=[CH:23][CH:22]=[C:21]([N:20]([CH3:30])[CH3:19])[CH:26]=3)[CH:8]=[CH:9][CH:10]=2)[N:5]=[N:4][C:3]=1[C:13]([NH:15][CH2:16][CH2:17][CH3:18])=[O:14]. The yield is 0.886.